This data is from Caco-2 cell permeability data measuring drug intestinal absorption for ~900 compounds. The task is: Regression/Classification. Given a drug SMILES string, predict its absorption, distribution, metabolism, or excretion properties. Task type varies by dataset: regression for continuous measurements (e.g., permeability, clearance, half-life) or binary classification for categorical outcomes (e.g., BBB penetration, CYP inhibition). For this dataset (caco2_wang), we predict Y. (1) The compound is Oc1cc(O)c2c(c1)O[C@H](c1cc(O)c(O)c(O)c1)[C@H](O)C2. The Y is -6.83 log Papp (cm/s). (2) The compound is Cn1c(N2CCCN(CCCN3c4ccccc4Sc4ccc(CCC(=O)O)cc43)CC2)cc(=O)n(C)c1=O. The Y is -5.11 log Papp (cm/s).